This data is from Reaction yield outcomes from USPTO patents with 853,638 reactions. The task is: Predict the reaction yield, written as a fraction of the theoretical maximum amount of product (1.0 means a 100% yield; for example, 0.34 means a 34% yield). (1) The reactants are CCN(C(C)C)C(C)C.OC(C(F)(F)F)=O.[NH2:17][CH2:18][C:19]([N:21]1[CH2:26][CH2:25][N:24]([C:27](=[O:38])[C:28]2[CH:33]=[CH:32][CH:31]=[CH:30][C:29]=2[C:34]([F:37])([F:36])[F:35])[CH2:23][CH2:22]1)=[O:20].C1C=CC2N(O)N=NC=2C=1.CCN=C=NCCCN(C)C.Cl.[C:61]1([CH2:67][C:68](O)=[O:69])[CH:66]=[CH:65][CH:64]=[CH:63][CH:62]=1. The catalyst is CN(C=O)C.O. The product is [O:20]=[C:19]([N:21]1[CH2:22][CH2:23][N:24]([C:27](=[O:38])[C:28]2[CH:33]=[CH:32][CH:31]=[CH:30][C:29]=2[C:34]([F:37])([F:35])[F:36])[CH2:25][CH2:26]1)[CH2:18][NH:17][C:68](=[O:69])[CH2:67][C:61]1[CH:66]=[CH:65][CH:64]=[CH:63][CH:62]=1. The yield is 0.437. (2) The reactants are [O:1]([C:8]1[CH:9]=[C:10]([NH:14][CH2:15][C:16]2[CH:21]=[CH:20][CH:19]=[C:18]([O:22][C:23]([F:28])([F:27])[CH:24]([F:26])[F:25])[CH:17]=2)[CH:11]=[CH:12][CH:13]=1)[C:2]1[CH:7]=[CH:6][CH:5]=[CH:4][CH:3]=1.[F:29][C:30]([F:36])([F:35])S([O-])(=[O:49])=[O:49].[Yb+3].[F:29][C:30]([F:36])([F:35])S([O-])(=O)=O.[F:29][C:30]([F:36])([F:35])S([O-])(=O)=[O:49].[C:54](#N)[CH3:55]. The catalyst is O.C(OCC)(=O)C. The product is [O:1]([C:8]1[CH:9]=[C:10]([N:14]([CH2:15][C:16]2[CH:21]=[CH:20][CH:19]=[C:18]([O:22][C:23]([F:27])([F:28])[CH:24]([F:25])[F:26])[CH:17]=2)[CH2:55][C@@H:54]([OH:49])[C:30]([F:36])([F:35])[F:29])[CH:11]=[CH:12][CH:13]=1)[C:2]1[CH:7]=[CH:6][CH:5]=[CH:4][CH:3]=1. The yield is 0.630. (3) The reactants are [F:1][C:2]1[CH:7]=[CH:6][CH:5]=[C:4]([F:8])[C:3]=1[N:9]1[C:14]2[N:15]=[C:16]([NH:28][CH2:29][CH2:30][N:31]([CH3:33])[CH3:32])[N:17]=[C:18]([C:19]3[CH:20]=[C:21]([CH:25]=[CH:26][CH:27]=3)[C:22]([OH:24])=O)[C:13]=2[CH2:12][NH:11][C:10]1=[O:34].CN.[CH3:37][N:38](C(ON1N=NC2C=CC=NC1=2)=[N+](C)C)C.F[P-](F)(F)(F)(F)F.C(N(C(C)C)CC)(C)C. The catalyst is C(Cl)Cl.O. The product is [F:1][C:2]1[CH:7]=[CH:6][CH:5]=[C:4]([F:8])[C:3]=1[N:9]1[C:14]2[N:15]=[C:16]([NH:28][CH2:29][CH2:30][N:31]([CH3:33])[CH3:32])[N:17]=[C:18]([C:19]3[CH:20]=[C:21]([CH:25]=[CH:26][CH:27]=3)[C:22]([NH:38][CH3:37])=[O:24])[C:13]=2[CH2:12][NH:11][C:10]1=[O:34]. The yield is 0.650. (4) The reactants are [CH2:1]([O:8][C:9]1[C:14]([C:15]([CH3:18])([CH3:17])[CH3:16])=[CH:13][CH:12]=[CH:11][C:10]=1[CH:19]([C:21]1[C:22]([O:33][CH3:34])=[C:23]([C:27]2[CH:32]=[CH:31][CH:30]=[CH:29][CH:28]=2)[CH:24]=[CH:25][CH:26]=1)[OH:20])[C:2]1[CH:7]=[CH:6][CH:5]=[CH:4][CH:3]=1. The catalyst is ClCCl.[O-2].[O-2].[Mn+4]. The product is [CH2:1]([O:8][C:9]1[C:14]([C:15]([CH3:18])([CH3:17])[CH3:16])=[CH:13][CH:12]=[CH:11][C:10]=1[C:19]([C:21]1[C:22]([O:33][CH3:34])=[C:23]([C:27]2[CH:32]=[CH:31][CH:30]=[CH:29][CH:28]=2)[CH:24]=[CH:25][CH:26]=1)=[O:20])[C:2]1[CH:3]=[CH:4][CH:5]=[CH:6][CH:7]=1. The yield is 0.590.